Dataset: Forward reaction prediction with 1.9M reactions from USPTO patents (1976-2016). Task: Predict the product of the given reaction. The product is: [Br:16][C:6]1[N:5]=[C:4]([N+:1]([O-:3])=[O:2])[C:9]([NH2:10])=[CH:8][CH:7]=1. Given the reactants [N+:1]([C:4]1[C:9]([NH2:10])=[CH:8][CH:7]=[CH:6][N:5]=1)([O-:3])=[O:2].C([O-])(=O)C.[Na+].[Br:16]Br, predict the reaction product.